From a dataset of Full USPTO retrosynthesis dataset with 1.9M reactions from patents (1976-2016). Predict the reactants needed to synthesize the given product. (1) Given the product [Cl:1][C:2]1[CH:3]=[CH:4][C:5]([CH2:6][C:7]2[O:11][N:10]=[C:9]([C:12]([OH:14])=[O:13])[CH:8]=2)=[CH:17][CH:18]=1, predict the reactants needed to synthesize it. The reactants are: [Cl:1][C:2]1[CH:18]=[CH:17][C:5]([CH2:6][C:7]2[O:11][N:10]=[C:9]([C:12]([O:14]CC)=[O:13])[CH:8]=2)=[CH:4][CH:3]=1.C(O)C.[OH-].[Na+]. (2) Given the product [CH2:4]([S:6]([C:9]1[CH:37]=[CH:36][C:12]([O:13][C:14]2[C:28]([CH2:29][C:30]([CH3:1])=[O:31])=[CH:27][C:17]3[NH:18][C:19]([C:21]4[CH:26]=[CH:25][CH:24]=[CH:23][N:22]=4)=[N:20][C:16]=3[CH:15]=2)=[CH:11][CH:10]=1)(=[O:8])=[O:7])[CH3:5], predict the reactants needed to synthesize it. The reactants are: [CH3:1][Mg]Br.[CH2:4]([S:6]([C:9]1[CH:37]=[CH:36][C:12]([O:13][C:14]2[C:28]([CH2:29][C:30](N(OC)C)=[O:31])=[CH:27][C:17]3[NH:18][C:19]([C:21]4[CH:26]=[CH:25][CH:24]=[CH:23][N:22]=4)=[N:20][C:16]=3[CH:15]=2)=[CH:11][CH:10]=1)(=[O:8])=[O:7])[CH3:5].[Cl-].[NH4+].